From a dataset of Catalyst prediction with 721,799 reactions and 888 catalyst types from USPTO. Predict which catalyst facilitates the given reaction. Reactant: [C:1]([C:3]1[CH:11]=[CH:10][C:9]([F:12])=[CH:8][C:4]=1[C:5]([OH:7])=[O:6])#[N:2].[C:13](Cl)(=O)C. Product: [CH3:13][O:6][C:5](=[O:7])[C:4]1[CH:8]=[C:9]([F:12])[CH:10]=[CH:11][C:3]=1[C:1]#[N:2]. The catalyst class is: 5.